Predict the reactants needed to synthesize the given product. From a dataset of Full USPTO retrosynthesis dataset with 1.9M reactions from patents (1976-2016). Given the product [Sr:29].[CH:1]1[CH:2]=[CH:3][C:4]([NH:11][C:12]2[C:17]([Cl:18])=[CH:16][CH:15]=[CH:14][C:13]=2[Cl:19])=[C:5]([CH2:7][C:8]([OH:10])=[O:9])[CH:6]=1, predict the reactants needed to synthesize it. The reactants are: [CH:1]1[CH:2]=[CH:3][C:4]([NH:11][C:12]2[C:13]([Cl:19])=[CH:14][CH:15]=[CH:16][C:17]=2[Cl:18])=[C:5]([CH2:7][C:8]([OH:10])=[O:9])[CH:6]=1.[OH-].[Na+].O.O.O.O.O.O.[Cl-].[Sr+2:29].[Cl-].